From a dataset of Full USPTO retrosynthesis dataset with 1.9M reactions from patents (1976-2016). Predict the reactants needed to synthesize the given product. (1) The reactants are: C([O:5][C:6]([NH:8][NH:9][C:10](=O)[CH2:11][CH2:12][O:13][C:14]1[CH:19]=[CH:18][CH:17]=[CH:16][C:15]=1[N:20]([C:22](=[O:42])[C:23]1[CH:28]=[CH:27][C:26]([Cl:29])=[C:25]([C:30]2[CH:31]=[N:32][C:33]([C:38]([F:41])([F:40])[F:39])=[CH:34][C:35]=2[C:36]#[N:37])[CH:24]=1)[CH3:21])=[O:7])(C)(C)C.CCN(C(C)C)C(C)C.C(Cl)(Cl)=O. Given the product [Cl:29][C:26]1[CH:27]=[CH:28][C:23]([C:22]([N:20]([CH3:21])[C:15]2[CH:16]=[CH:17][CH:18]=[CH:19][C:14]=2[O:13][CH2:12][CH2:11][C:10]2[O:7][C:6](=[O:5])[NH:8][N:9]=2)=[O:42])=[CH:24][C:25]=1[C:30]1[CH:31]=[N:32][C:33]([C:38]([F:41])([F:40])[F:39])=[CH:34][C:35]=1[C:36]#[N:37], predict the reactants needed to synthesize it. (2) Given the product [CH3:17][O:18][C:19]1[C:20]([N+:30]([O-:32])=[O:31])=[C:21]2[C:26](=[CH:27][CH:28]=1)[C:25]([C:2]1[N:3]=[CH:4][N:5]([S:7]([N:10]([CH3:12])[CH3:11])(=[O:9])=[O:8])[CH:6]=1)=[CH:24][CH2:23][CH2:22]2, predict the reactants needed to synthesize it. The reactants are: I[C:2]1[N:3]=[CH:4][N:5]([S:7]([N:10]([CH3:12])[CH3:11])(=[O:9])=[O:8])[CH:6]=1.C([Mg]Br)C.[CH3:17][O:18][C:19]1[C:20]([N+:30]([O-:32])=[O:31])=[C:21]2[C:26](=[CH:27][CH:28]=1)[C:25](=O)[CH2:24][CH2:23][CH2:22]2. (3) Given the product [Cl:33][C:28]1[CH:27]=[C:26]([C:24]2[CH:23]=[C:22]([C:34]([F:35])([F:36])[F:37])[N:21]=[C:20]([C:18]3[CH:17]=[CH:16][N:15]=[C:14]([C:11]4[S:10][C:9]([S:6]([NH2:5])(=[O:7])=[O:8])=[CH:13][CH:12]=4)[CH:19]=3)[N:25]=2)[CH:31]=[CH:30][C:29]=1[Cl:32], predict the reactants needed to synthesize it. The reactants are: C([NH:5][S:6]([C:9]1[S:10][C:11]([C:14]2[CH:19]=[C:18]([C:20]3[N:25]=[C:24]([C:26]4[CH:31]=[CH:30][C:29]([Cl:32])=[C:28]([Cl:33])[CH:27]=4)[CH:23]=[C:22]([C:34]([F:37])([F:36])[F:35])[N:21]=3)[CH:17]=[CH:16][N:15]=2)=[CH:12][CH:13]=1)(=[O:8])=[O:7])(C)(C)C.C(O)(C(F)(F)F)=O.